Dataset: Full USPTO retrosynthesis dataset with 1.9M reactions from patents (1976-2016). Task: Predict the reactants needed to synthesize the given product. (1) Given the product [F:21][C:16]1[CH:17]=[CH:18][CH:19]=[CH:20][C:15]=1[C@H:13]1[C:12]2[CH:11]=[CH:10][CH:9]=[CH:8][C:7]=2[C:6]2[N:26]=[C:24]([NH:23][C:27]3[CH:32]=[CH:31][C:30]([N:33]4[CH2:34][CH2:35][N:36]([C:39]([O:41][CH2:42][C:43]5[CH:44]=[CH:45][CH:46]=[CH:47][CH:48]=5)=[O:40])[CH2:37][CH2:38]4)=[CH:29][CH:28]=3)[N:25]=[CH:4][C:5]=2[CH2:14]1, predict the reactants needed to synthesize it. The reactants are: CN(/[CH:4]=[C:5]1\[C:6](=O)[C:7]2[C:12]([C@H:13]([C:15]3[CH:20]=[CH:19][CH:18]=[CH:17][C:16]=3[F:21])[CH2:14]\1)=[CH:11][CH:10]=[CH:9][CH:8]=2)C.[NH:23]([C:27]1[CH:32]=[CH:31][C:30]([N:33]2[CH2:38][CH2:37][N:36]([C:39]([O:41][CH2:42][C:43]3[CH:48]=[CH:47][CH:46]=[CH:45][CH:44]=3)=[O:40])[CH2:35][CH2:34]2)=[CH:29][CH:28]=1)[C:24]([NH2:26])=[NH:25]. (2) The reactants are: C1(C2N=C(C3C4CCCCC=4SC=3NC(N3CCC[C@@H]3C(O)=O)=O)ON=2)CC1.[CH3:29][C:30]1([CH3:38])[C:34](=O)[CH2:33][C:32]([CH3:37])([CH3:36])[O:31]1.[CH2:39]([O:41][C:42](=[O:46])[CH2:43][C:44]#[N:45])[CH3:40]. Given the product [CH2:39]([O:41][C:42](=[O:46])/[C:43](/[C:44]#[N:45])=[C:34]1\[C:30]([CH3:38])([CH3:29])[O:31][C:32]([CH3:37])([CH3:36])[CH2:33]\1)[CH3:40], predict the reactants needed to synthesize it. (3) Given the product [F:19][C:20]1[CH:25]=[CH:24][C:23]([C:2]2[N:7]=[CH:6][N:5]=[C:4]([NH:8][C:9]3[CH:14]=[C:13]([CH2:15][S:16][CH3:17])[CH:12]=[C:11]([F:18])[CH:10]=3)[N:3]=2)=[C:22]([O:29][CH3:30])[CH:21]=1, predict the reactants needed to synthesize it. The reactants are: Cl[C:2]1[N:7]=[CH:6][N:5]=[C:4]([NH:8][C:9]2[CH:14]=[C:13]([CH2:15][S:16][CH3:17])[CH:12]=[C:11]([F:18])[CH:10]=2)[N:3]=1.[F:19][C:20]1[CH:25]=[CH:24][C:23](B(O)O)=[C:22]([O:29][CH3:30])[CH:21]=1. (4) The reactants are: [Si:1]([O:8][CH2:9][C:10]1([C:33]#[N:34])[CH2:14][N:13]([C:15]2[CH:16]=[N:17][N:18]3[CH2:23][C@H:22]([CH3:24])[N:21]([C:25](OC(C)(C)C)=[O:26])[CH2:20][C:19]=23)[C:12](=[O:32])[CH2:11]1)([C:4]([CH3:7])([CH3:6])[CH3:5])([CH3:3])[CH3:2].FC(F)(F)C(O)=O.CCN(C(C)C)C(C)C.[F:51][C:52]1[CH:53]=[C:54]([NH:60]C(=O)OC2C=CC=CC=2)[CH:55]=[C:56]([F:59])[C:57]=1[F:58]. Given the product [Si:1]([O:8][CH2:9][C:10]1([C:33]#[N:34])[CH2:14][N:13]([C:15]2[CH:16]=[N:17][N:18]3[CH2:23][C@H:22]([CH3:24])[N:21]([C:25]([NH:60][C:54]4[CH:53]=[C:52]([F:51])[C:57]([F:58])=[C:56]([F:59])[CH:55]=4)=[O:26])[CH2:20][C:19]=23)[C:12](=[O:32])[CH2:11]1)([C:4]([CH3:5])([CH3:6])[CH3:7])([CH3:2])[CH3:3], predict the reactants needed to synthesize it. (5) Given the product [CH2:46]([C:48]1[CH:63]=[C:62]([C:64]2[N:67]=[C:37]([C:36]3[CH:40]=[C:41]([CH:43]([CH3:45])[CH3:44])[CH:42]=[C:34]([CH:32]=[O:33])[CH:35]=3)[O:39][N:65]=2)[CH:61]=[C:60]([CH3:68])[C:49]=1[O:50][CH2:51][C@@H:52]([OH:59])[CH2:53][NH:54][C:55](=[O:58])[CH2:56][OH:57])[CH3:47], predict the reactants needed to synthesize it. The reactants are: C(C1C=C(C2ON=C(C3C=C(C)C(OCC(O)CNC(=O)CO)=C(C)C=3)N=2)C=CC=1)=O.[CH:32]([C:34]1[CH:35]=[C:36]([CH:40]=[C:41]([CH:43]([CH3:45])[CH3:44])[CH:42]=1)[C:37]([OH:39])=O)=[O:33].[CH2:46]([C:48]1[CH:63]=[C:62]([C:64](=[NH:67])[NH:65]O)[CH:61]=[C:60]([CH3:68])[C:49]=1[O:50][CH2:51][C@@H:52]([OH:59])[CH2:53][NH:54][C:55](=[O:58])[CH2:56][OH:57])[CH3:47].